Dataset: Choline transporter screen with 302,306 compounds. Task: Binary Classification. Given a drug SMILES string, predict its activity (active/inactive) in a high-throughput screening assay against a specified biological target. (1) The compound is S(CC(=O)Nc1c(cccc1)C(F)(F)F)c1n(c2cccnc2)cnn1. The result is 0 (inactive). (2) The drug is OC(CC(CC1CCCCC1)C(=O)NN)CCCCCCC. The result is 0 (inactive). (3) The compound is O=C/1C(C(C)(C)C)=CC(C(C)(C)C)=CC1=c1/[nH]c(nc(n1)N)N. The result is 0 (inactive). (4) The drug is Clc1ccc(C(=O)NCc2n(c(SCC(=O)Nc3sc4CCCCc4c3C#N)nn2)C)cc1. The result is 0 (inactive). (5) The result is 0 (inactive). The molecule is P(OCCCC)(OCCCC)(=O)/C(=C(/O)C)C#N.